Dataset: Reaction yield outcomes from USPTO patents with 853,638 reactions. Task: Predict the reaction yield, written as a fraction of the theoretical maximum amount of product (1.0 means a 100% yield; for example, 0.34 means a 34% yield). The reactants are [H-].[Na+].[F:3][C:4]1[CH:5]=[C:6](/[CH:11]=[CH:12]/[C:13]([N:15]2[CH2:20][CH2:19][CH:18]([CH:21]=[O:22])[CH2:17][CH2:16]2)=[O:14])[CH:7]=[C:8]([F:10])[CH:9]=1.[CH3:23]S(C)=O. No catalyst specified. The product is [F:10][C:8]1[CH:7]=[C:6](/[CH:11]=[CH:12]/[C:13]([N:15]2[CH2:16][CH2:17][CH:18]([CH:21]3[CH2:23][O:22]3)[CH2:19][CH2:20]2)=[O:14])[CH:5]=[C:4]([F:3])[CH:9]=1. The yield is 0.580.